The task is: Predict the product of the given reaction.. This data is from Forward reaction prediction with 1.9M reactions from USPTO patents (1976-2016). Given the reactants [H-].[H-].[H-].[H-].[Li+].[Al+3].[F:7][C:8]([F:27])([F:26])[O:9][C:10]1[CH:15]=[CH:14][C:13]([N:16]2[CH:20]=[CH:19][C:18]([C:21](OCC)=[O:22])=[N:17]2)=[CH:12][CH:11]=1, predict the reaction product. The product is: [F:27][C:8]([F:7])([F:26])[O:9][C:10]1[CH:15]=[CH:14][C:13]([N:16]2[CH:20]=[CH:19][C:18]([CH2:21][OH:22])=[N:17]2)=[CH:12][CH:11]=1.